This data is from Forward reaction prediction with 1.9M reactions from USPTO patents (1976-2016). The task is: Predict the product of the given reaction. (1) Given the reactants [Cl:1][C:2]1[CH:3]=[C:4]([S:9]([NH:12][C@H:13]([C:16]2[CH:21]=[CH:20][CH:19]=[CH:18][CH:17]=2)[CH2:14][CH3:15])(=[O:11])=[O:10])[CH:5]=[CH:6][C:7]=1[Cl:8].Br[CH2:23][C:24]1[CH:33]=[CH:32][C:27]([C:28]([O:30][CH3:31])=[O:29])=[CH:26][CH:25]=1.C([O-])([O-])=O.[K+].[K+], predict the reaction product. The product is: [Cl:1][C:2]1[CH:3]=[C:4]([S:9]([N:12]([CH2:23][C:24]2[CH:33]=[CH:32][C:27]([C:28]([O:30][CH3:31])=[O:29])=[CH:26][CH:25]=2)[C@H:13]([C:16]2[CH:17]=[CH:18][CH:19]=[CH:20][CH:21]=2)[CH2:14][CH3:15])(=[O:11])=[O:10])[CH:5]=[CH:6][C:7]=1[Cl:8]. (2) Given the reactants [CH3:1][NH:2][CH2:3][CH:4]1[CH2:8][CH2:7][N:6]([C:9]([O:11][C:12]([CH3:15])([CH3:14])[CH3:13])=[O:10])[CH2:5]1.C(N(CC)CC)C.C1C=CC(P(N=[N+]=[N-])(C2C=CC=CC=2)=O)=CC=1.[O:40]=[C:41]1[CH2:46][S:45][C:44]2[CH:47]=[CH:48][C:49]([C:51](O)=[O:52])=[N:50][C:43]=2[NH:42]1, predict the reaction product. The product is: [CH3:1][N:2]([CH2:3][CH:4]1[CH2:8][CH2:7][N:6]([C:9]([O:11][C:12]([CH3:15])([CH3:14])[CH3:13])=[O:10])[CH2:5]1)[C:51]([C:49]1[CH:48]=[CH:47][C:44]2[S:45][CH2:46][C:41](=[O:40])[NH:42][C:43]=2[N:50]=1)=[O:52].